Dataset: Catalyst prediction with 721,799 reactions and 888 catalyst types from USPTO. Task: Predict which catalyst facilitates the given reaction. Reactant: [CH3:1][O:2][C:3](=[O:31])[C:4]1[CH:9]=[C:8]([C:10]2[CH2:14][CH2:13][CH2:12][C:11]=2[C:15]2[CH:20]=[C:19]([Cl:21])[CH:18]=[CH:17][C:16]=2[O:22][CH2:23][C:24]2[CH:29]=[CH:28][CH:27]=[CH:26][CH:25]=2)[CH:7]=[CH:6][C:5]=1[NH2:30].[C:32](Cl)(=[O:35])[CH2:33][CH3:34].C(N(CC)CC)C. Product: [CH3:1][O:2][C:3](=[O:31])[C:4]1[CH:9]=[C:8]([C:10]2[CH2:14][CH2:13][CH2:12][C:11]=2[C:15]2[CH:20]=[C:19]([Cl:21])[CH:18]=[CH:17][C:16]=2[O:22][CH2:23][C:24]2[CH:25]=[CH:26][CH:27]=[CH:28][CH:29]=2)[CH:7]=[CH:6][C:5]=1[NH:30][C:32](=[O:35])[CH2:33][CH3:34]. The catalyst class is: 317.